From a dataset of Peptide-MHC class II binding affinity with 134,281 pairs from IEDB. Regression. Given a peptide amino acid sequence and an MHC pseudo amino acid sequence, predict their binding affinity value. This is MHC class II binding data. The MHC is DRB3_0101 with pseudo-sequence DRB3_0101. The binding affinity (normalized) is 0.144. The peptide sequence is EEDKENALSLLDKIYT.